The task is: Regression. Given two drug SMILES strings and cell line genomic features, predict the synergy score measuring deviation from expected non-interaction effect.. This data is from NCI-60 drug combinations with 297,098 pairs across 59 cell lines. (1) Drug 1: COCCOC1=C(C=C2C(=C1)C(=NC=N2)NC3=CC=CC(=C3)C#C)OCCOC.Cl. Drug 2: N.N.Cl[Pt+2]Cl. Cell line: NCIH23. Synergy scores: CSS=57.5, Synergy_ZIP=-0.988, Synergy_Bliss=-3.48, Synergy_Loewe=-6.95, Synergy_HSA=-1.37. (2) Drug 1: C1CCC(CC1)NC(=O)N(CCCl)N=O. Drug 2: C1=CC(=CC=C1CCCC(=O)O)N(CCCl)CCCl. Cell line: SK-OV-3. Synergy scores: CSS=29.8, Synergy_ZIP=-6.36, Synergy_Bliss=-1.87, Synergy_Loewe=-1.60, Synergy_HSA=-0.326. (3) Drug 1: CC(CN1CC(=O)NC(=O)C1)N2CC(=O)NC(=O)C2. Drug 2: CN(CC1=CN=C2C(=N1)C(=NC(=N2)N)N)C3=CC=C(C=C3)C(=O)NC(CCC(=O)O)C(=O)O. Cell line: T-47D. Synergy scores: CSS=-0.369, Synergy_ZIP=1.44, Synergy_Bliss=3.80, Synergy_Loewe=-2.63, Synergy_HSA=-2.56. (4) Drug 1: C1CCC(CC1)NC(=O)N(CCCl)N=O. Drug 2: C1=NC(=NC(=O)N1C2C(C(C(O2)CO)O)O)N. Cell line: K-562. Synergy scores: CSS=39.4, Synergy_ZIP=-8.18, Synergy_Bliss=-4.82, Synergy_Loewe=-2.58, Synergy_HSA=-0.425. (5) Drug 1: CC1=C(N=C(N=C1N)C(CC(=O)N)NCC(C(=O)N)N)C(=O)NC(C(C2=CN=CN2)OC3C(C(C(C(O3)CO)O)O)OC4C(C(C(C(O4)CO)O)OC(=O)N)O)C(=O)NC(C)C(C(C)C(=O)NC(C(C)O)C(=O)NCCC5=NC(=CS5)C6=NC(=CS6)C(=O)NCCC[S+](C)C)O. Drug 2: CN1C2=C(C=C(C=C2)N(CCCl)CCCl)N=C1CCCC(=O)O.Cl. Cell line: OVCAR-5. Synergy scores: CSS=29.7, Synergy_ZIP=-0.285, Synergy_Bliss=1.04, Synergy_Loewe=-33.1, Synergy_HSA=0.755. (6) Drug 1: CN(C)C1=NC(=NC(=N1)N(C)C)N(C)C. Drug 2: CCC1(CC2CC(C3=C(CCN(C2)C1)C4=CC=CC=C4N3)(C5=C(C=C6C(=C5)C78CCN9C7C(C=CC9)(C(C(C8N6C=O)(C(=O)OC)O)OC(=O)C)CC)OC)C(=O)OC)O.OS(=O)(=O)O. Cell line: LOX IMVI. Synergy scores: CSS=8.14, Synergy_ZIP=-5.17, Synergy_Bliss=-3.26, Synergy_Loewe=-1.30, Synergy_HSA=-1.000. (7) Drug 1: C1=CC(=CC=C1CCC2=CNC3=C2C(=O)NC(=N3)N)C(=O)NC(CCC(=O)O)C(=O)O. Drug 2: CC1=C(C(CCC1)(C)C)C=CC(=CC=CC(=CC(=O)O)C)C. Cell line: MDA-MB-231. Synergy scores: CSS=16.2, Synergy_ZIP=-4.79, Synergy_Bliss=-3.06, Synergy_Loewe=-20.8, Synergy_HSA=-7.43.